From a dataset of Full USPTO retrosynthesis dataset with 1.9M reactions from patents (1976-2016). Predict the reactants needed to synthesize the given product. Given the product [CH3:1][CH2:2][CH2:3][CH2:4][C:5]1[N:9]([CH2:10][C:11]2[CH:12]=[CH:13][C:14]([C:17]3[C:22]([C:23]4[N:27]=[N:26][N:25]([C:32]([C:34]5[CH:1]=[CH:2][CH:3]=[CH:4][CH:5]=5)([C:12]5[CH:11]=[CH:16][CH:15]=[CH:14][CH:13]=5)[C:33]5[CH:21]=[CH:22][CH:17]=[CH:18][CH:19]=5)[N:24]=4)=[CH:21][CH:20]=[CH:19][CH:18]=3)=[CH:15][CH:16]=2)[C:8]([CH2:28][OH:29])=[C:7]([Cl:30])[N:6]=1, predict the reactants needed to synthesize it. The reactants are: [CH3:1][CH2:2][CH2:3][CH2:4][C:5]1[N:9]([CH2:10][C:11]2[CH:12]=[CH:13][C:14]([C:17]3[CH:18]=[CH:19][CH:20]=[CH:21][C:22]=3[C:23]3[N:27]=[N:26][N-:25][N:24]=3)=[CH:15][CH:16]=2)[C:8]([CH2:28][OH:29])=[C:7]([Cl:30])[N:6]=1.[K+].[CH:32](O)([CH3:34])[CH3:33].